Dataset: Catalyst prediction with 721,799 reactions and 888 catalyst types from USPTO. Task: Predict which catalyst facilitates the given reaction. (1) Reactant: [CH3:1][NH:2][CH3:3].[C:4]([N:7]1[C:13]2[CH:14]=[C:15]([C:18](=[O:22])[CH2:19][CH2:20]Cl)[CH:16]=[CH:17][C:12]=2[CH2:11][CH2:10][CH2:9][CH2:8]1)(=[O:6])[CH3:5]. Product: [C:4]([N:7]1[C:13]2[CH:14]=[C:15]([C:18](=[O:22])[CH2:19][CH2:20][N:2]([CH3:3])[CH3:1])[CH:16]=[CH:17][C:12]=2[CH2:11][CH2:10][CH2:9][CH2:8]1)(=[O:6])[CH3:5]. The catalyst class is: 4. (2) The catalyst class is: 46. Reactant: [NH2:1][C:2]1[C:3]([S:15]([F:20])([F:19])([F:18])([F:17])[F:16])=[CH:4][C:5]([CH3:14])=[C:6]([CH:13]=1)[C:7]([N:9]([O:11][CH3:12])[CH3:10])=[O:8].C(N(CC)CC)C.[C:28](Cl)(=[O:30])[CH3:29].C(=O)([O-])O.[Na+]. Product: [C:28]([NH:1][C:2]1[C:3]([S:15]([F:20])([F:16])([F:17])([F:18])[F:19])=[CH:4][C:5]([CH3:14])=[C:6]([CH:13]=1)[C:7]([N:9]([O:11][CH3:12])[CH3:10])=[O:8])(=[O:30])[CH3:29].